From a dataset of Reaction yield outcomes from USPTO patents with 853,638 reactions. Predict the reaction yield, written as a fraction of the theoretical maximum amount of product (1.0 means a 100% yield; for example, 0.34 means a 34% yield). (1) The reactants are [CH2:1]([O:3][C@@H:4]([CH2:10][C:11]1[CH:16]=[CH:15][C:14]([O:17][CH2:18][C:19]([N:21]([CH2:30][CH2:31][CH2:32][CH2:33][CH2:34][CH3:35])[CH2:22][CH2:23][C:24]2[CH:29]=[CH:28][CH:27]=[CH:26][CH:25]=2)=[O:20])=[CH:13][CH:12]=1)[C:5]([O:7]CC)=[O:6])[CH3:2].[Li+].[OH-].Cl. The catalyst is C1COCC1. The product is [CH2:1]([O:3][C@@H:4]([CH2:10][C:11]1[CH:16]=[CH:15][C:14]([O:17][CH2:18][C:19]([N:21]([CH2:30][CH2:31][CH2:32][CH2:33][CH2:34][CH3:35])[CH2:22][CH2:23][C:24]2[CH:25]=[CH:26][CH:27]=[CH:28][CH:29]=2)=[O:20])=[CH:13][CH:12]=1)[C:5]([OH:7])=[O:6])[CH3:2]. The yield is 0.960. (2) The product is [CH2:1]([O:8][C:9]([NH:11][C@H:12]1[CH2:16][CH2:15][N:14]([C@H:17]2[CH2:22][CH2:21][C@@H:20]([NH:23][OH:46])[CH2:19][C@H:18]2[NH:27][C:28](=[O:36])[O:29][CH2:30][CH2:31][Si:32]([CH3:35])([CH3:34])[CH3:33])[C:13]1=[O:37])=[O:10])[C:2]1[CH:7]=[CH:6][CH:5]=[CH:4][CH:3]=1. The catalyst is ClCCl.CO. The reactants are [CH2:1]([O:8][C:9]([NH:11][C@H:12]1[CH2:16][CH2:15][N:14]([C@H:17]2[CH2:22][CH2:21][C@@H:20]([NH:23]CC#N)[CH2:19][C@H:18]2[NH:27][C:28](=[O:36])[O:29][CH2:30][CH2:31][Si:32]([CH3:35])([CH3:34])[CH3:33])[C:13]1=[O:37])=[O:10])[C:2]1[CH:7]=[CH:6][CH:5]=[CH:4][CH:3]=1.C1C=C(Cl)C=C(C(OO)=[O:46])C=1.[O-]S([O-])(=S)=O.[Na+].[Na+].C([O-])(O)=O.[Na+].NO.Cl. The yield is 0.910. (3) The reactants are [NH2:1][C:2]1[CH:20]=[CH:19][C:5]2[N:6]([CH2:14][C:15]([F:18])([F:17])[F:16])[CH:7]([C:10]([F:13])([F:12])[F:11])[CH2:8][O:9][C:4]=2[CH:3]=1.[CH3:21][C:22]([CH3:27])([CH3:26])[C:23](Cl)=O.N1C=CC=CC=1.C[CH2:35][O:36]C(C)=O. No catalyst specified. The product is [F:16][C:15]([F:18])([F:17])[CH2:14][N:6]1[C:5]2[CH:19]=[CH:20][C:2]([NH:1][C:35](=[O:36])[CH2:23][C:22]([CH3:27])([CH3:26])[CH3:21])=[CH:3][C:4]=2[O:9][CH2:8][CH:7]1[C:10]([F:11])([F:12])[F:13]. The yield is 0.890. (4) The reactants are [CH:1]1([C:4]2[C:9]([F:10])=[CH:8][N:7]=[C:6]([NH:11][C:12]3[CH:13]=[C:14]([C:19]4[S:23][C:22]([C:24]([OH:34])([C:30]([F:33])([F:32])[F:31])[C:25](OCC)=[O:26])=[N:21][CH:20]=4)[CH:15]=[C:16]([CH3:18])[CH:17]=3)[N:5]=2)[CH2:3][CH2:2]1.CC(C[AlH]CC(C)C)C. The catalyst is O1CCCC1. The product is [CH:1]1([C:4]2[C:9]([F:10])=[CH:8][N:7]=[C:6]([NH:11][C:12]3[CH:13]=[C:14]([C:19]4[S:23][C:22]([C:24]([OH:34])([C:30]([F:33])([F:32])[F:31])[CH2:25][OH:26])=[N:21][CH:20]=4)[CH:15]=[C:16]([CH3:18])[CH:17]=3)[N:5]=2)[CH2:2][CH2:3]1. The yield is 0.100. (5) The reactants are [O:1]1[C:5]2([CH2:10][CH2:9][CH2:8][CH2:7][CH2:6]2)[O:4][CH2:3][C@@H:2]1[C:11]1[N:15]=[C:14]([NH:16][C:17]2[N:22]=[CH:21][C:20]([S:23][CH2:24][CH2:25][C:26](OC)=O)=[CH:19][C:18]=2[O:30][C:31]2[C:32]([CH3:37])=[N:33][CH:34]=[CH:35][CH:36]=2)[S:13][N:12]=1.[CH3:38]C([O-])(C)C.[K+].BrCC1CC1.CN(C=O)C. The catalyst is C1COCC1.CCOC(C)=O. The product is [CH:25]1([CH2:24][S:23][C:20]2[CH:19]=[C:18]([O:30][C:31]3[C:32]([CH3:37])=[N:33][CH:34]=[CH:35][CH:36]=3)[C:17]([NH:16][C:14]3[S:13][N:12]=[C:11]([C@H:2]4[CH2:3][O:4][C:5]5([CH2:6][CH2:7][CH2:8][CH2:9][CH2:10]5)[O:1]4)[N:15]=3)=[N:22][CH:21]=2)[CH2:38][CH2:26]1. The yield is 0.745.